From a dataset of Forward reaction prediction with 1.9M reactions from USPTO patents (1976-2016). Predict the product of the given reaction. (1) Given the reactants [O:1]=[C:2]1[NH:10][C:5]2=[N:6][CH:7]=[CH:8][CH:9]=[C:4]2[N:3]1[CH:11]1[CH2:16][CH2:15][N:14]([C:17]2[N:22]=[CH:21][N:20]=[C:19]([C:23](O)=[O:24])[CH:18]=2)[CH2:13][CH2:12]1.[CH2:26]1[C:32]2[CH:33]=[CH:34][CH:35]=[CH:36][C:31]=2[CH2:30][CH2:29][NH:28][CH2:27]1.C(N(CC)CC)C.CN(C(ON1N=NC2C=CC=CC1=2)=[N+](C)C)C.[B-](F)(F)(F)F, predict the reaction product. The product is: [CH2:30]1[C:31]2[CH:36]=[CH:35][CH:34]=[CH:33][C:32]=2[CH2:26][CH2:27][N:28]([C:23]([C:19]2[N:20]=[CH:21][N:22]=[C:17]([N:14]3[CH2:13][CH2:12][CH:11]([N:3]4[C:4]5[C:5](=[N:6][CH:7]=[CH:8][CH:9]=5)[NH:10][C:2]4=[O:1])[CH2:16][CH2:15]3)[CH:18]=2)=[O:24])[CH2:29]1. (2) Given the reactants [C:1]([O:5][C:6](=[O:20])[NH:7][CH2:8][CH2:9][N:10]1[C:14]2[CH:15]=[CH:16][CH:17]=[CH:18][C:13]=2[NH:12][C:11]1=[O:19])([CH3:4])([CH3:3])[CH3:2].[H-].[Na+].I[CH3:24], predict the reaction product. The product is: [C:1]([O:5][C:6](=[O:20])[NH:7][CH2:8][CH2:9][N:10]1[C:14]2[CH:15]=[CH:16][CH:17]=[CH:18][C:13]=2[N:12]([CH3:24])[C:11]1=[O:19])([CH3:4])([CH3:2])[CH3:3]. (3) Given the reactants [Cl:1][C:2]1[CH:7]=[CH:6][C:5]([C:8](=[O:21])[CH2:9][N:10]2[C:15](=[O:16])[CH:14]=[CH:13][CH:12]=[C:11]2[C:17]([O:19]C)=[O:18])=[CH:4][CH:3]=1.[OH-].[Na+].Cl, predict the reaction product. The product is: [Cl:1][C:2]1[CH:7]=[CH:6][C:5]([C:8](=[O:21])[CH2:9][N:10]2[C:15](=[O:16])[CH:14]=[CH:13][CH:12]=[C:11]2[C:17]([OH:19])=[O:18])=[CH:4][CH:3]=1. (4) Given the reactants [CH3:1][N:2]1[CH:6]=[C:5]([C:7]([OH:9])=O)[CH:4]=[N:3]1.C(Cl)(=O)C([Cl:13])=O.CN(C=O)C, predict the reaction product. The product is: [CH3:1][N:2]1[CH:6]=[C:5]([C:7]([Cl:13])=[O:9])[CH:4]=[N:3]1. (5) Given the reactants [CH3:1][O:2][C:3](=[O:26])[CH2:4][C:5]1[CH:10]=[CH:9][CH:8]=[C:7]([O:11][C:12]2[CH:17]=[CH:16][C:15]([C:18]([F:21])([F:20])[F:19])=[CH:14][C:13]=2[CH2:22][NH:23][CH2:24][CH3:25])[CH:6]=1.[CH3:27][S:28]([C:31]1[CH:36]=[CH:35][C:34]([S:37](Cl)(=[O:39])=[O:38])=[CH:33][CH:32]=1)(=[O:30])=[O:29], predict the reaction product. The product is: [CH3:1][O:2][C:3](=[O:26])[CH2:4][C:5]1[CH:10]=[CH:9][CH:8]=[C:7]([O:11][C:12]2[CH:17]=[CH:16][C:15]([C:18]([F:20])([F:19])[F:21])=[CH:14][C:13]=2[CH2:22][N:23]([CH2:24][CH3:25])[S:37]([C:34]2[CH:33]=[CH:32][C:31]([S:28]([CH3:27])(=[O:30])=[O:29])=[CH:36][CH:35]=2)(=[O:39])=[O:38])[CH:6]=1. (6) Given the reactants [CH3:1][O:2][C:3](=[O:20])[CH2:4][CH2:5][CH2:6][CH2:7][CH2:8][CH2:9][C:10]1[CH:19]=[CH:18][C:17]2[C:12](=[N:13][CH:14]=[CH:15][CH:16]=2)[N:11]=1.[H][H], predict the reaction product. The product is: [CH3:1][O:2][C:3](=[O:20])[CH2:4][CH2:5][CH2:6][CH2:7][CH2:8][CH2:9][C:10]1[CH:19]=[CH:18][C:17]2[CH2:16][CH2:15][CH2:14][NH:13][C:12]=2[N:11]=1. (7) Given the reactants C(O[C:4]([C:6]1[C:14]2[C:9](=[CH:10][N:11]=[CH:12][CH:13]=2)[NH:8][C:7]=1[NH2:15])=[O:5])C.C([O-])=O.[NH4+].Cl.[CH:21]([NH2:23])=O, predict the reaction product. The product is: [N:15]1[C:7]2[NH:8][C:9]3[CH:10]=[N:11][CH:12]=[CH:13][C:14]=3[C:6]=2[C:4]([OH:5])=[N:23][CH:21]=1.